From a dataset of Catalyst prediction with 721,799 reactions and 888 catalyst types from USPTO. Predict which catalyst facilitates the given reaction. (1) Reactant: [CH3:1][CH:2]1[C:7](=[O:8])[CH2:6][CH2:5][NH:4][CH2:3]1.C(N(CC)CC)C.[C:16](O[C:16]([O:18][C:19]([CH3:22])([CH3:21])[CH3:20])=[O:17])([O:18][C:19]([CH3:22])([CH3:21])[CH3:20])=[O:17].CN(C1C=CC=CN=1)C. Product: [CH3:1][CH:2]1[C:7](=[O:8])[CH2:6][CH2:5][N:4]([C:16]([O:18][C:19]([CH3:22])([CH3:21])[CH3:20])=[O:17])[CH2:3]1. The catalyst class is: 20. (2) Reactant: COC[O:4][C:5]1[C:6]([O:12][CH2:13][CH2:14][OH:15])=[CH:7][C:8]([CH3:11])=[N:9][CH:10]=1.Cl.C(OCC)(=O)C.[OH-].[Na+]. Product: [OH:15][CH2:14][CH2:13][O:12][C:6]1[CH:7]=[C:8]([CH3:11])[N:9]=[CH:10][C:5]=1[OH:4]. The catalyst class is: 13. (3) Reactant: [Cl:1][C:2]1[CH:3]=[C:4]([CH:8]2[CH2:13][N:12]([CH2:14][C@H:15]([OH:20])[C:16]([F:19])([F:18])[F:17])[CH2:11][CH2:10][O:9]2)[CH:5]=[CH:6][CH:7]=1.ClCCl.[Cl:24][C:25]1[CH:30]=[CH:29][C:28]([N:31]=[C:32]=[O:33])=[CH:27][C:26]=1[F:34]. The catalyst class is: 28. Product: [ClH:1].[Cl:1][C:2]1[CH:3]=[C:4]([C@@H:8]2[O:9][CH2:10][CH2:11][N:12]([CH2:14][C@H:15]([O:20][C:32](=[O:33])[NH:31][C:28]3[CH:29]=[CH:30][C:25]([Cl:24])=[C:26]([F:34])[CH:27]=3)[C:16]([F:18])([F:19])[F:17])[CH2:13]2)[CH:5]=[CH:6][CH:7]=1. (4) Reactant: C(OC([NH:11][C@@H:12]([CH2:32][CH3:33])[CH:13]([C:22]1([C:25](OC(C)(C)C)=[O:26])[CH2:24][CH2:23]1)[O:14][Si:15]([C:18]([CH3:21])([CH3:20])[CH3:19])([CH3:17])[CH3:16])=O)C1C=CC=CC=1. Product: [Si:15]([O:14][CH:13]1[C:22]2([CH2:24][CH2:23]2)[C:25](=[O:26])[NH:11][C@H:12]1[CH2:32][CH3:33])([C:18]([CH3:21])([CH3:20])[CH3:19])([CH3:17])[CH3:16]. The catalyst class is: 129. (5) Reactant: [CH3:1][C:2]1[CH:3]=[C:4]([CH:7]=[CH:8][C:9]=1[N+:10]([O-:12])=[O:11])[CH2:5][OH:6]. Product: [CH3:1][C:2]1[CH:3]=[C:4]([CH:7]=[CH:8][C:9]=1[N+:10]([O-:12])=[O:11])[CH:5]=[O:6]. The catalyst class is: 327. (6) Reactant: C([O:4][C@@H:5]1[CH2:9][C@@H:8]([CH2:10][O:11]C(=O)C)[O:7][C@H:6]1[N:15]1[CH:22]=[CH:21][C:19](=[O:20])[NH:18][C:16]1=[O:17])(=O)C. Product: [C@@H:6]1([N:15]2[CH:22]=[CH:21][C:19](=[O:20])[NH:18][C:16]2=[O:17])[O:7][C@H:8]([CH2:10][OH:11])[CH2:9][C@H:5]1[OH:4]. The catalyst class is: 328. (7) Reactant: [C:1]([O:5][C:6](=[O:24])[CH2:7][CH2:8][C@H:9]([NH:13][C:14]([O:16][CH2:17][C:18]1[CH:23]=[CH:22][CH:21]=[CH:20][CH:19]=1)=[O:15])[C:10]([OH:12])=O)([CH3:4])([CH3:3])[CH3:2].[CH2:25]([O:29][C:30]([N:32]1[CH2:37][CH2:36][NH:35][CH2:34][CH2:33]1)=[O:31])[CH2:26][CH2:27][CH3:28].C(N1CCOCC1)C.[B-](F)(F)(F)F.CCOC(C(C#N)=NOC(N(C)C)=[N+](C)C)=O. Product: [CH2:25]([O:29][C:30]([N:32]1[CH2:37][CH2:36][N:35]([C:10](=[O:12])[C@@H:9]([NH:13][C:14]([O:16][CH2:17][C:18]2[CH:23]=[CH:22][CH:21]=[CH:20][CH:19]=2)=[O:15])[CH2:8][CH2:7][C:6]([O:5][C:1]([CH3:2])([CH3:3])[CH3:4])=[O:24])[CH2:34][CH2:33]1)=[O:31])[CH2:26][CH2:27][CH3:28]. The catalyst class is: 39. (8) Reactant: Cl.[CH3:2][C:3]1[N:8]=[C:7]([NH2:9])[N:6]=[C:5]([NH:10][CH2:11][CH2:12][CH2:13][CH2:14][CH3:15])[C:4]=1[CH2:16][C:17]1[CH:22]=[CH:21][C:20]([CH2:23][O:24]C2CCCCO2)=[CH:19][CH:18]=1. Product: [NH2:9][C:7]1[N:8]=[C:3]([CH3:2])[C:4]([CH2:16][C:17]2[CH:22]=[CH:21][C:20]([CH2:23][OH:24])=[CH:19][CH:18]=2)=[C:5]([NH:10][CH2:11][CH2:12][CH2:13][CH2:14][CH3:15])[N:6]=1. The catalyst class is: 5.